This data is from Full USPTO retrosynthesis dataset with 1.9M reactions from patents (1976-2016). The task is: Predict the reactants needed to synthesize the given product. (1) Given the product [F:1][C:2]1[CH:14]=[CH:13][C:5]([CH:6]([C:7]2[N:8]=[N:9][N:10]([CH3:12])[N:11]=2)[C:40]([C:42]2[CH:43]=[N:44][CH:45]=[CH:46][CH:47]=2)([C:36]2[CH:35]=[N:34][CH:39]=[CH:38][CH:37]=2)[OH:41])=[CH:4][CH:3]=1, predict the reactants needed to synthesize it. The reactants are: [F:1][C:2]1[CH:14]=[CH:13][C:5]([CH2:6][C:7]2[N:8]=[N:9][N:10]([CH3:12])[N:11]=2)=[CH:4][CH:3]=1.FC1C=CC(CC2N(C)N=NN=2)=CC=1.[Li]CCCC.[N:34]1[CH:39]=[CH:38][CH:37]=[C:36]([C:40]([C:42]2[CH:43]=[N:44][CH:45]=[CH:46][CH:47]=2)=[O:41])[CH:35]=1. (2) Given the product [CH3:19][N:17]([CH3:18])[C:15]1[N:14]=[CH:13][N:12]=[C:11]([NH:10][C:7]2[CH:6]=[CH:5][C:4]([C:3]([NH:37][C:34]3[S:35][CH:36]=[C:32]([C:23]4[CH:24]=[CH:25][CH:26]=[C:27]([C:28]([F:31])([F:29])[F:30])[C:22]=4[F:21])[N:33]=3)=[O:20])=[CH:9][CH:8]=2)[CH:16]=1, predict the reactants needed to synthesize it. The reactants are: CO[C:3](=[O:20])[C:4]1[CH:9]=[CH:8][C:7]([NH:10][C:11]2[CH:16]=[C:15]([N:17]([CH3:19])[CH3:18])[N:14]=[CH:13][N:12]=2)=[CH:6][CH:5]=1.[F:21][C:22]1[C:27]([C:28]([F:31])([F:30])[F:29])=[CH:26][CH:25]=[CH:24][C:23]=1[C:32]1[N:33]=[C:34]([NH2:37])[S:35][CH:36]=1. (3) Given the product [N:29]1[S:30][N:31]=[C:32]2[CH:37]=[C:36]([CH2:38][N:39]3[CH2:43][CH2:42][N:41]([C:44]4[S:45][C:46]([C:50]([OH:52])=[O:51])=[C:47]([CH3:49])[N:48]=4)[C:40]3=[O:55])[CH:35]=[CH:34][C:33]=12, predict the reactants needed to synthesize it. The reactants are: CC1C=C(N2CCN(CC3C=CC(C(F)(F)F)=CC=3)C2=O)SC=1C(OCC)=O.[N:29]1[S:30][N:31]=[C:32]2[CH:37]=[C:36]([CH2:38][N:39]3[CH2:43][CH2:42][N:41]([C:44]4[S:45][C:46]([C:50]([O:52]CC)=[O:51])=[C:47]([CH3:49])[N:48]=4)[C:40]3=[O:55])[CH:35]=[CH:34][C:33]=12. (4) Given the product [CH2:58]([O:57][C:56](=[O:65])[CH2:55][C:23]1([CH2:22][C:21](=[O:66])[O:20][CH2:13][C:14]2[CH:15]=[CH:16][CH:17]=[CH:18][CH:19]=2)[O:27][N:26]=[C:25]([C:28]2[CH:33]=[C:32]([O:34][C:8](=[O:9])[C:7]3[CH:6]=[CH:5][C:4]([N+:1]([O-:3])=[O:2])=[CH:12][CH:11]=3)[CH:31]=[CH:30][C:29]=2[CH2:35][CH2:36][C:37]([N:39]2[CH2:44][CH2:43][CH:42]([C:45]([O:47][CH2:48][C:49]3[CH:50]=[CH:51][CH:52]=[CH:53][CH:54]=3)=[O:46])[CH2:41][CH2:40]2)=[O:38])[CH2:24]1)[C:59]1[CH:60]=[CH:61][CH:62]=[CH:63][CH:64]=1, predict the reactants needed to synthesize it. The reactants are: [N+:1]([C:4]1[CH:12]=[CH:11][C:7]([C:8](Cl)=[O:9])=[CH:6][CH:5]=1)([O-:3])=[O:2].[CH2:13]([O:20][C:21](=[O:66])[CH2:22][C:23]1([CH2:55][C:56](=[O:65])[O:57][CH2:58][C:59]2[CH:64]=[CH:63][CH:62]=[CH:61][CH:60]=2)[O:27][N:26]=[C:25]([C:28]2[CH:33]=[C:32]([OH:34])[CH:31]=[CH:30][C:29]=2[CH2:35][CH2:36][C:37]([N:39]2[CH2:44][CH2:43][CH:42]([C:45]([O:47][CH2:48][C:49]3[CH:54]=[CH:53][CH:52]=[CH:51][CH:50]=3)=[O:46])[CH2:41][CH2:40]2)=[O:38])[CH2:24]1)[C:14]1[CH:19]=[CH:18][CH:17]=[CH:16][CH:15]=1.C(OCC)(=O)C.Cl. (5) Given the product [N+:3]([CH2:6][CH2:7][C:8]1[S:9][CH:10]=[CH:11][CH:12]=1)([O-:5])=[O:4], predict the reactants needed to synthesize it. The reactants are: [BH4-].[Na+].[N+:3]([CH:6]=[CH:7][C:8]1[S:9][CH:10]=[CH:11][CH:12]=1)([O-:5])=[O:4].C(O)(=O)C. (6) Given the product [CH3:16][C:11]1[CH:12]=[C:13]([CH3:15])[CH:14]=[C:9]([CH3:27])[C:10]=1[S:17]([O-:20])(=[O:19])=[O:18].[NH2:21][N+:34]1[CH:35]=[CH:36][C:37]([CH3:39])=[CH:38][C:33]=1[O:32][CH2:31][C:30]1[C:40]([F:44])=[CH:41][CH:42]=[CH:43][C:29]=1[F:28], predict the reactants needed to synthesize it. The reactants are: FC(F)(F)C(O)=O.O.[C:9]1([CH3:27])[CH:14]=[C:13]([CH3:15])[CH:12]=[C:11]([CH3:16])[C:10]=1[S:17]([O:20]/[N:21]=C(/OCC)\C)(=[O:19])=[O:18].[F:28][C:29]1[CH:43]=[CH:42][CH:41]=[C:40]([F:44])[C:30]=1[CH2:31][O:32][C:33]1[CH:38]=[C:37]([CH3:39])[CH:36]=[CH:35][N:34]=1. (7) Given the product [Br:1][C:2]1[CH:3]=[CH:4][C:5]([C:8]2[N:12]([CH2:13][C@@H:14]3[CH2:18][CH2:17][N:16]([C:41]([CH:38]4[CH2:40][CH2:39]4)=[O:42])[CH2:15]3)[C:11](=[O:19])[C:10]3([CH2:24][CH2:23][N:22]([C:25]([O:27][CH3:28])=[O:26])[CH2:21][CH2:20]3)[N:9]=2)=[CH:6][CH:7]=1, predict the reactants needed to synthesize it. The reactants are: [Br:1][C:2]1[CH:7]=[CH:6][C:5]([C:8]2[N:12]([CH2:13][C@@H:14]3[CH2:18][CH2:17][NH:16][CH2:15]3)[C:11](=[O:19])[C:10]3([CH2:24][CH2:23][N:22]([C:25]([O:27][CH3:28])=[O:26])[CH2:21][CH2:20]3)[N:9]=2)=[CH:4][CH:3]=1.CCN(C(C)C)C(C)C.[CH:38]1([C:41](Cl)=[O:42])[CH2:40][CH2:39]1. (8) Given the product [Br:12][C:13]1[CH:20]=[CH:19][C:16]([CH2:17][N:9]([CH2:10][CH3:11])[CH2:7][CH3:8])=[CH:15][CH:14]=1, predict the reactants needed to synthesize it. The reactants are: C(=O)([O-])[O-].[K+].[K+].[CH2:7]([NH:9][CH2:10][CH3:11])[CH3:8].[Br:12][C:13]1[CH:20]=[CH:19][C:16]([CH2:17]Br)=[CH:15][CH:14]=1.Cl. (9) The reactants are: [C:1]([O:5][C:6]([N:8]1[CH2:13][CH2:12][C:11](=[C:14]([Br:29])[C:15]2[CH:20]=[CH:19][C:18]([C:21]([N:23]3[CH2:28][CH2:27]O[CH2:25][CH2:24]3)=[O:22])=[CH:17][CH:16]=2)[CH2:10][CH2:9]1)=[O:7])([CH3:4])([CH3:3])[CH3:2].N1CCCC[CH2:31]1. Given the product [C:1]([O:5][C:6]([N:8]1[CH2:13][CH2:12][C:11](=[C:14]([Br:29])[C:15]2[CH:20]=[CH:19][C:18]([C:21]([N:23]3[CH2:24][CH2:25][CH2:31][CH2:27][CH2:28]3)=[O:22])=[CH:17][CH:16]=2)[CH2:10][CH2:9]1)=[O:7])([CH3:4])([CH3:2])[CH3:3], predict the reactants needed to synthesize it.